From a dataset of Forward reaction prediction with 1.9M reactions from USPTO patents (1976-2016). Predict the product of the given reaction. (1) Given the reactants [NH2:1][C:2]1[C:3]([CH3:12])=[CH:4][C:5]([Br:11])=[C:6]([CH:10]=1)[C:7]([OH:9])=[O:8].S(Cl)(Cl)=O.[CH3:17]O, predict the reaction product. The product is: [NH2:1][C:2]1[C:3]([CH3:12])=[CH:4][C:5]([Br:11])=[C:6]([CH:10]=1)[C:7]([O:9][CH3:17])=[O:8]. (2) Given the reactants [Cl:1][C:2]1[CH:7]=[CH:6][C:5]([CH:8]([C:26]2[CH:31]=[CH:30][C:29]([S:32]([CH3:35])(=[O:34])=[O:33])=[CH:28][CH:27]=2)[CH2:9][C:10]([C:12]2[CH:13]=[CH:14][C:15](=[O:25])[N:16]([CH2:18][CH2:19][O:20][CH2:21][CH2:22][O:23][CH3:24])[CH:17]=2)=O)=[C:4]([CH3:36])[CH:3]=1.Cl.[NH2:38][OH:39].C(=O)([O-])O.[Na+], predict the reaction product. The product is: [Cl:1][C:2]1[CH:7]=[CH:6][C:5]([CH:8]([C:26]2[CH:31]=[CH:30][C:29]([S:32]([CH3:35])(=[O:33])=[O:34])=[CH:28][CH:27]=2)[CH2:9]/[C:10](/[C:12]2[CH:13]=[CH:14][C:15](=[O:25])[N:16]([CH2:18][CH2:19][O:20][CH2:21][CH2:22][O:23][CH3:24])[CH:17]=2)=[N:38]\[OH:39])=[C:4]([CH3:36])[CH:3]=1. (3) The product is: [C:19]([C:5]1[CH:4]=[CH:3][C:2]2[CH:1]3[CH2:18][CH:8]([CH2:9][N:10]([C:12](=[O:17])[C:13]([F:15])([F:16])[F:14])[CH2:11]3)[C:7]=2[CH:6]=1)(=[O:20])[CH3:21]. Given the reactants [CH:1]12[CH2:18][CH:8]([CH2:9][N:10]([C:12](=[O:17])[C:13]([F:16])([F:15])[F:14])[CH2:11]1)[C:7]1[CH:6]=[CH:5][CH:4]=[CH:3][C:2]2=1.[C:19](Cl)([CH3:21])=[O:20].[Cl-].[Al+3].[Cl-].[Cl-].C([O-])(O)=O.[Na+], predict the reaction product. (4) Given the reactants Br[C:2]1[CH:7]=[CH:6][N:5]=[C:4]([Cl:8])[CH:3]=1.[CH3:9][Si:10]([C:13]#[CH:14])([CH3:12])[CH3:11], predict the reaction product. The product is: [Cl:8][C:4]1[CH:3]=[C:2]([C:14]#[C:13][Si:10]([CH3:12])([CH3:11])[CH3:9])[CH:7]=[CH:6][N:5]=1. (5) Given the reactants [ClH:1].[F:2][C:3]1[CH:4]=[C:5]([C:10]2[C:18]3[C:13](=[CH:14][C:15]([O:19][CH2:20][CH2:21]C4C=CC=CC=4)=[CH:16][CH:17]=3)[C:12](=[O:28])[C:11]=2[C:29]2[CH:30]=[N:31][CH:32]=[CH:33][CH:34]=2)[CH:6]=[C:7]([F:9])[CH:8]=1.BrC1C(=O)C2C(C=1C1C=CC=CC=1)=CC=C(O)C=2.[N:53]1(CCO)[CH2:58][CH2:57][CH2:56][CH2:55][CH2:54]1, predict the reaction product. The product is: [ClH:1].[F:2][C:3]1[CH:4]=[C:5]([C:10]2[C:18]3[C:13](=[CH:14][C:15]([O:19][CH2:20][CH2:21][N:53]4[CH2:58][CH2:57][CH2:56][CH2:55][CH2:54]4)=[CH:16][CH:17]=3)[C:12](=[O:28])[C:11]=2[C:29]2[CH:30]=[N:31][CH:32]=[CH:33][CH:34]=2)[CH:6]=[C:7]([F:9])[CH:8]=1. (6) Given the reactants C[C@@:2]1([C:19]([O-:21])=O)[CH2:7][N:6]2[C@@H:8]3[CH2:11][C@@H:9]3[CH2:10][C@@H:5]2[CH2:4][N:3]1[C:12]([O:14][C:15]([CH3:18])([CH3:17])[CH3:16])=[O:13].O.[OH-].[Li+].Cl.[O:26]1[CH2:30][CH2:29][CH2:28][CH2:27]1, predict the reaction product. The product is: [C:15]([O:14][C:12]([N:3]1[C@H:2]([C:19](=[O:21])[NH:3][C@H:4]2[C:5]3[C:28](=[CH:27][CH:8]=[CH:9][CH:10]=3)[CH2:29][C@@H:30]2[OH:26])[CH2:7][N:6]2[C@@H:8]3[CH2:11][C@@H:9]3[CH2:10][C@@H:5]2[CH2:4]1)=[O:13])([CH3:18])([CH3:17])[CH3:16]. (7) Given the reactants Cl.[F:2][C:3]1[CH:8]=[CH:7][C:6]([NH:9][NH2:10])=[CH:5][CH:4]=1.F[C:12]1[C:13]([CH:18]=O)=[N:14][CH:15]=[CH:16][CH:17]=1.C([O-])([O-])=O.[K+].[K+].CN(C=O)C, predict the reaction product. The product is: [F:2][C:3]1[CH:8]=[CH:7][C:6]([N:9]2[C:12]3[C:13](=[N:14][CH:15]=[CH:16][CH:17]=3)[CH:18]=[N:10]2)=[CH:5][CH:4]=1.